From a dataset of Reaction yield outcomes from USPTO patents with 853,638 reactions. Predict the reaction yield, written as a fraction of the theoretical maximum amount of product (1.0 means a 100% yield; for example, 0.34 means a 34% yield). The yield is 0.760. The product is [F:15][C:16]1[CH:17]=[C:18]([C:2]2[S:1][C:5]3[CH:6]=[CH:7][CH:8]=[CH:9][C:4]=3[C:3]=2[CH:10]=[O:11])[CH:19]=[CH:20][CH:21]=1. The catalyst is C1COCC1.[NH4+].[Cl-].C1C=CC(/C=C/C(/C=C/C2C=CC=CC=2)=O)=CC=1.C1C=CC(/C=C/C(/C=C/C2C=CC=CC=2)=O)=CC=1.[Pd].O1C=CC=C1P(C1OC=CC=1)C1OC=CC=1. The reactants are [S:1]1[C:5]2[CH:6]=[CH:7][CH:8]=[CH:9][C:4]=2[C:3]([CH:10]=[O:11])=[CH:2]1.[Mg+2].[Cl-].[Cl-].[F:15][C:16]1[CH:21]=[CH:20][CH:19]=[C:18](I)[CH:17]=1.